This data is from Peptide-MHC class I binding affinity with 185,985 pairs from IEDB/IMGT. The task is: Regression. Given a peptide amino acid sequence and an MHC pseudo amino acid sequence, predict their binding affinity value. This is MHC class I binding data. (1) The peptide sequence is IQYPLWWGH. The MHC is HLA-B15:09 with pseudo-sequence HLA-B15:09. The binding affinity (normalized) is 0.0847. (2) The peptide sequence is TIMGVIFLI. The MHC is HLA-A02:01 with pseudo-sequence HLA-A02:01. The binding affinity (normalized) is 0.791.